This data is from Full USPTO retrosynthesis dataset with 1.9M reactions from patents (1976-2016). The task is: Predict the reactants needed to synthesize the given product. Given the product [NH2:2][C:1]1[CH:3]=[CH:4][NH:5][C:6]=1[C:12]([O:14][CH2:15][CH3:16])=[O:13], predict the reactants needed to synthesize it. The reactants are: [C:1]([CH:3]=[CH:4][NH:5][CH:6]([C:12]([O:14][CH2:15][CH3:16])=[O:13])C(OCC)=O)#[N:2].C(O)(=O)C.